From a dataset of Forward reaction prediction with 1.9M reactions from USPTO patents (1976-2016). Predict the product of the given reaction. (1) Given the reactants [CH3:1][C:2]1[N:7]=[CH:6][C:5]([CH:8](C(OCC)=O)[C:9]([O:11]CC)=[O:10])=[CH:4][CH:3]=1.C(=O)(O)[O-].[Na+], predict the reaction product. The product is: [CH3:1][C:2]1[N:7]=[CH:6][C:5]([CH2:8][C:9]([OH:11])=[O:10])=[CH:4][CH:3]=1. (2) Given the reactants [CH3:1][O:2][C:3]1[CH:4]=[C:5]2[C:9](=[CH:10][CH:11]=1)[NH:8][C:7](=[O:12])[C:6]2=[O:13].[H-].[Na+].[CH2:16](Br)[C:17]1[CH:22]=[CH:21][CH:20]=[CH:19][CH:18]=1.O, predict the reaction product. The product is: [CH2:16]([N:8]1[C:9]2[C:5](=[CH:4][C:3]([O:2][CH3:1])=[CH:11][CH:10]=2)[C:6](=[O:13])[C:7]1=[O:12])[C:17]1[CH:22]=[CH:21][CH:20]=[CH:19][CH:18]=1. (3) Given the reactants [CH3:1][C:2]1[CH:3]=[C:4]([N:9]2[CH:13]=[C:12]([C:14]#[N:15])[N:11]=[CH:10]2)[CH:5]=[C:6]([CH3:8])[CH:7]=1.[F:16][C:17]([F:24])([F:23])[S:18]([O:21]C)(=[O:20])=[O:19], predict the reaction product. The product is: [F:16][C:17]([F:24])([F:23])[S:18]([O-:21])(=[O:20])=[O:19].[C:14]([C:12]1[N+:11]([CH3:17])=[CH:10][N:9]([C:4]2[CH:5]=[C:6]([CH3:8])[CH:7]=[C:2]([CH3:1])[CH:3]=2)[CH:13]=1)#[N:15]. (4) The product is: [CH:8]1([CH2:11][C:12]([C:2]2[CH:3]=[N:4][CH:5]=[N:6][CH:7]=2)([C:14]2[CH:19]=[CH:18][C:17]([O:20][C:21]3[CH:26]=[CH:25][C:24]([O:27][C:28]([F:31])([F:29])[F:30])=[CH:23][CH:22]=3)=[CH:16][N:15]=2)[OH:13])[CH2:10][CH2:9]1. Given the reactants Br[C:2]1[CH:3]=[N:4][CH:5]=[N:6][CH:7]=1.[CH:8]1([CH2:11][C:12]([C:14]2[CH:19]=[CH:18][C:17]([O:20][C:21]3[CH:26]=[CH:25][C:24]([O:27][C:28]([F:31])([F:30])[F:29])=[CH:23][CH:22]=3)=[CH:16][N:15]=2)=[O:13])[CH2:10][CH2:9]1.[Li]CCCC, predict the reaction product. (5) Given the reactants [NH2:1][C:2]1[C:7]([Br:8])=[CH:6][C:5]([Br:9])=[CH:4][N:3]=1.Br[CH:11]([CH3:15])[C:12](=O)[CH3:13], predict the reaction product. The product is: [Br:9][C:5]1[CH:6]=[C:7]([Br:8])[C:2]2[N:3]([C:11]([CH3:15])=[C:12]([CH3:13])[N:1]=2)[CH:4]=1. (6) Given the reactants [NH2:1][C:2]1[N:3]=[CH:4][C:5]([C:8]2[C:9]([F:27])=[C:10]([C:20]([CH:23]3[CH2:26][CH2:25][CH2:24]3)=[CH:21][CH:22]=2)[O:11][C:12]2[CH:19]=[CH:18][C:15]([C:16]#[N:17])=[CH:14][CH:13]=2)=[N:6][CH:7]=1.[OH:28]S(O)(=O)=O, predict the reaction product. The product is: [NH2:1][C:2]1[N:3]=[CH:4][C:5]([C:8]2[C:9]([F:27])=[C:10]([C:20]([CH:23]3[CH2:26][CH2:25][CH2:24]3)=[CH:21][CH:22]=2)[O:11][C:12]2[CH:19]=[CH:18][C:15]([C:16]([NH2:17])=[O:28])=[CH:14][CH:13]=2)=[N:6][CH:7]=1. (7) Given the reactants [C:1]([O:4][C:5]1[C:12]([C:13]([CH3:16])([CH3:15])[CH3:14])=[CH:11][C:8]([CH:9]=O)=[CH:7][C:6]=1[C:17]([CH3:20])([CH3:19])[CH3:18])(=[O:3])[CH3:2].C1C=CC=CC=1.[C:27]([NH:31][OH:32])([CH3:30])([CH3:29])[CH3:28], predict the reaction product. The product is: [C:1]([O:4][C:5]1[C:12]([C:13]([CH3:16])([CH3:15])[CH3:14])=[CH:11][C:8]([CH:9]=[N+:31]([C:27]([CH3:30])([CH3:29])[CH3:28])[O-:32])=[CH:7][C:6]=1[C:17]([CH3:20])([CH3:19])[CH3:18])(=[O:3])[CH3:2].